This data is from hERG potassium channel inhibition data for cardiac toxicity prediction from Karim et al.. The task is: Regression/Classification. Given a drug SMILES string, predict its toxicity properties. Task type varies by dataset: regression for continuous values (e.g., LD50, hERG inhibition percentage) or binary classification for toxic/non-toxic outcomes (e.g., AMES mutagenicity, cardiotoxicity, hepatotoxicity). Dataset: herg_karim. (1) The compound is CC(C)c1cnn2c(NCc3ccccc3)cc(N[C@@H](CO)[C@H](O)CO)nc12. The result is 0 (non-blocker). (2) The compound is O=C(Nc1cc(Cl)ccc1Cl)NS(=O)(=O)c1ccc(OCCCCN2CCCCC2)cc1. The result is 0 (non-blocker). (3) The compound is CN(CCN1CCCCC1)C(=O)[C@H]1CC[C@@]2(CC1)OC(=O)c1ccccc12. The result is 0 (non-blocker). (4) The result is 0 (non-blocker). The molecule is Cn1cc(-c2ccc3nnc(C(F)(F)c4ccc5ncccc5c4)n3n2)cn1. (5) The molecule is Cn1c(SCCCN2CC[C@]3(C[C@@H]3c3ccc(C(F)(F)F)cc3)C2)nnc1-c1ccsc1. The result is 1 (blocker). (6) The molecule is COc1ccc(-c2cc(=O)c3ccccc3o2)cc1. The result is 0 (non-blocker).